The task is: Predict the reactants needed to synthesize the given product.. This data is from Full USPTO retrosynthesis dataset with 1.9M reactions from patents (1976-2016). (1) Given the product [Cl:1][CH2:2][CH2:3][C:4]([C:5]1[CH:6]=[C:7]2[C:11](=[CH:12][CH:13]=1)[NH:10][C:9](=[O:14])[C:8]2([CH3:16])[CH3:15])=[O:30], predict the reactants needed to synthesize it. The reactants are: [Cl:1][CH2:2][CH2:3][CH2:4][C:5]1[CH:6]=[C:7]2[C:11](=[CH:12][CH:13]=1)[NH:10][C:9](=[O:14])[C:8]2([CH3:16])[CH3:15].ClCCCC1C=C2C(=CC=1)NC(=[O:30])C2(CC)CC.FC(F)(F)C(O)=O.C([SiH](CC)CC)C. (2) Given the product [F:1][C:2]([F:10])([F:9])[CH:3]([O:8][C:12]([N:43]1[CH2:44][CH2:45][N:40]([CH2:39][C:35]2[CH:36]=[CH:37][CH:38]=[C:33]([Cl:32])[C:34]=2[N:46]2[CH2:51][CH2:50][O:49][CH2:48][CH2:47]2)[CH2:41][CH2:42]1)=[O:14])[C:4]([F:7])([F:6])[F:5], predict the reactants needed to synthesize it. The reactants are: [F:1][C:2]([F:10])([F:9])[CH:3]([OH:8])[C:4]([F:7])([F:6])[F:5].Cl[C:12](Cl)([O:14]C(=O)OC(Cl)(Cl)Cl)Cl.C(N(CC)C(C)C)(C)C.[Cl:32][C:33]1[CH:38]=[CH:37][CH:36]=[C:35]([CH2:39][N:40]2[CH2:45][CH2:44][NH:43][CH2:42][CH2:41]2)[C:34]=1[N:46]1[CH2:51][CH2:50][O:49][CH2:48][CH2:47]1.